This data is from Forward reaction prediction with 1.9M reactions from USPTO patents (1976-2016). The task is: Predict the product of the given reaction. (1) Given the reactants [C:1]([C:5]1[CH:10]=[CH:9][C:8]([S:11]([NH:14][C:15]2[CH:20]=[C:19]([F:21])[C:18]([Cl:22])=[CH:17][C:16]=2[C:23]2[N:27]([CH3:28])[C:26]([CH:29]3CCC[O:31][CH2:30]3)=[N:25][N:24]=2)(=[O:13])=[O:12])=[CH:7][CH:6]=1)([CH3:4])([CH3:3])[CH3:2].[H-].[Al+3].[Li+].[H-].[H-].[H-].OS(O)(=O)=O, predict the reaction product. The product is: [C:1]([C:5]1[CH:10]=[CH:9][C:8]([S:11]([NH:14][C:15]2[CH:20]=[C:19]([F:21])[C:18]([Cl:22])=[CH:17][C:16]=2[C:23]2[N:27]([CH3:28])[C:26]([CH2:29][CH2:30][OH:31])=[N:25][N:24]=2)(=[O:13])=[O:12])=[CH:7][CH:6]=1)([CH3:4])([CH3:2])[CH3:3]. (2) Given the reactants [H-].[Al+3].[Li+].[H-].[H-].[H-].[CH3:7][O:8][C:9]1[CH:10]=[C:11]([CH:16]=[C:17]([CH3:19])[CH:18]=1)[C:12](OC)=[O:13], predict the reaction product. The product is: [CH3:7][O:8][C:9]1[CH:10]=[C:11]([CH2:12][OH:13])[CH:16]=[C:17]([CH3:19])[CH:18]=1.